The task is: Predict which catalyst facilitates the given reaction.. This data is from Catalyst prediction with 721,799 reactions and 888 catalyst types from USPTO. (1) Reactant: [C:1]([O:5][C:6](=[O:32])[NH:7][C:8]1[CH:13]=[CH:12][C:11]([S:14][C:15]2[CH:20]=[CH:19][C:18]([O:21][CH2:22][C:23]3[CH:28]=[CH:27][CH:26]=[CH:25][CH:24]=3)=[CH:17][C:16]=2[N+:29]([O-])=O)=[CH:10][CH:9]=1)([CH3:4])([CH3:3])[CH3:2].[Cl-].[NH4+].O1CCCC1.O. Product: [C:1]([O:5][C:6](=[O:32])[NH:7][C:8]1[CH:9]=[CH:10][C:11]([S:14][C:15]2[CH:20]=[CH:19][C:18]([O:21][CH2:22][C:23]3[CH:24]=[CH:25][CH:26]=[CH:27][CH:28]=3)=[CH:17][C:16]=2[NH2:29])=[CH:12][CH:13]=1)([CH3:4])([CH3:2])[CH3:3]. The catalyst class is: 415. (2) The catalyst class is: 20. Product: [C:1]([C:5]1[O:9][N:8]=[C:7]([C:10]2[CH:31]=[CH:30][C:13]3[C:14]4[CH:20]=[C:19]([S:21]([NH:24][CH2:25][C:26]([OH:28])=[O:27])(=[O:22])=[O:23])[CH:18]=[CH:17][C:15]=4[O:16][C:12]=3[CH:11]=2)[N:6]=1)([CH3:4])([CH3:2])[CH3:3]. Reactant: [C:1]([C:5]1[O:9][N:8]=[C:7]([C:10]2[CH:31]=[CH:30][C:13]3[C:14]4[CH:20]=[C:19]([S:21]([NH:24][CH2:25][C:26]([O:28]C)=[O:27])(=[O:23])=[O:22])[CH:18]=[CH:17][C:15]=4[O:16][C:12]=3[CH:11]=2)[N:6]=1)([CH3:4])([CH3:3])[CH3:2].[Li+].[OH-]. (3) Reactant: [CH3:1][O:2][C:3]1[CH:4]=[C:5]([NH:11][C:12]2[C:13]3[N:29]=[CH:28][S:27][C:14]=3[N:15]=[C:16]([N:18]3[CH2:23][CH2:22][CH2:21][CH:20]([C:24]([OH:26])=O)[CH2:19]3)[N:17]=2)[CH:6]=[CH:7][C:8]=1[O:9][CH3:10].[NH2:30][C:31]1[CH:32]=[C:33]2[C:37](=[CH:38][CH:39]=1)[C:36](=[O:40])[NH:35][CH2:34]2.CN1C=CN=C1.CCN=C=NCCCN(C)C. Product: [CH3:1][O:2][C:3]1[CH:4]=[C:5]([NH:11][C:12]2[C:13]3[N:29]=[CH:28][S:27][C:14]=3[N:15]=[C:16]([N:18]3[CH2:23][CH2:22][CH2:21][CH:20]([C:24]([NH:30][C:31]4[CH:32]=[C:33]5[C:37](=[CH:38][CH:39]=4)[C:36](=[O:40])[NH:35][CH2:34]5)=[O:26])[CH2:19]3)[N:17]=2)[CH:6]=[CH:7][C:8]=1[O:9][CH3:10]. The catalyst class is: 4. (4) Reactant: O1CCOCC1.[PH2](O)=O.C(N1CCCCC1)C.CSC(O[C@@H:23]1[C@H:27](OC(SC)=S)[C@@H:26]([CH2:33][OH:34])[O:25][C@H:24]1[N:35]1[C:44]2[N:43]=[CH:42][N:41]=[C:39]([OH:40])[C:38]=2[N:37]=[CH:36]1)=S.CCCCCC.C(B(CC)CC)C. Product: [C@@H:24]1([N:35]2[C:44]3[N:43]=[CH:42][N:41]=[C:39]([OH:40])[C:38]=3[N:37]=[CH:36]2)[O:25][C@H:26]([CH2:33][OH:34])[CH:27]=[CH:23]1. The catalyst class is: 362. (5) Reactant: [NH2:1][C:2]1[N:3]=[CH:4][C:5]([C:8]2[C:9]([F:19])=[C:10]([OH:18])[C:11]([CH:14]3[CH2:17][CH2:16][CH2:15]3)=[CH:12][CH:13]=2)=[N:6][CH:7]=1.[F:20][C:21]([F:31])([F:30])[C:22]1[CH:29]=[CH:28][C:25]([CH2:26]Br)=[CH:24][CH:23]=1.[OH-].[K+].CS(C)=O. Product: [CH:14]1([C:11]2[CH:12]=[CH:13][C:8]([C:5]3[N:6]=[CH:7][C:2]([NH2:1])=[N:3][CH:4]=3)=[C:9]([F:19])[C:10]=2[O:18][CH2:26][C:25]2[CH:24]=[CH:23][C:22]([C:21]([F:20])([F:30])[F:31])=[CH:29][CH:28]=2)[CH2:15][CH2:16][CH2:17]1. The catalyst class is: 25.